From a dataset of Full USPTO retrosynthesis dataset with 1.9M reactions from patents (1976-2016). Predict the reactants needed to synthesize the given product. (1) Given the product [ClH:22].[CH3:1][O:2][CH:3]1[CH2:10][CH:9]2[CH:5]([CH2:6][CH:7]([NH:11][CH2:12][C:13]([N:15]3[CH2:19][CH2:18][CH2:17][CH:16]3[C:20]#[N:21])=[O:14])[CH2:8]2)[CH2:4]1, predict the reactants needed to synthesize it. The reactants are: [CH3:1][O:2][CH:3]1[CH2:10][CH:9]2[CH:5]([CH2:6][CH:7]([NH:11][CH2:12][C:13]([N:15]3[CH2:19][CH2:18][CH2:17][CH:16]3[C:20]#[N:21])=[O:14])[CH2:8]2)[CH2:4]1.[ClH:22]. (2) Given the product [C:20]([O:19][C:17]([N:14]1[CH2:15][CH2:16][NH:11][CH:12]([C:24]([O:26][CH2:27][CH3:28])=[O:25])[CH2:13]1)=[O:18])([CH3:23])([CH3:22])[CH3:21], predict the reactants needed to synthesize it. The reactants are: C(OC([N:11]1[CH2:16][CH2:15][N:14]([C:17]([O:19][C:20]([CH3:23])([CH3:22])[CH3:21])=[O:18])[CH2:13][CH:12]1[C:24]([O:26][CH2:27][CH3:28])=[O:25])=O)C1C=CC=CC=1. (3) The reactants are: [NH:1]1[C:9]2[C:4](=[CH:5][CH:6]=[CH:7][C:8]=2[C:10]#[N:11])[CH:3]=[CH:2]1.[C:12]([O:16][CH2:17][CH3:18])(=[O:15])[CH:13]=[CH2:14].C1COCC1. Given the product [C:10]([C:8]1[CH:7]=[CH:6][CH:5]=[C:4]2[C:9]=1[NH:1][CH:2]=[C:3]2[CH2:14][CH2:13][C:12]([O:16][CH2:17][CH3:18])=[O:15])#[N:11], predict the reactants needed to synthesize it. (4) Given the product [Br:32][C:4]1[C:5]([C@@H:14]([NH:24][C:25](=[O:31])[O:26][C:27]([CH3:30])([CH3:29])[CH3:28])[CH2:15][C:16]2[CH:21]=[C:20]([F:22])[CH:19]=[C:18]([F:23])[CH:17]=2)=[N:6][C:7]([C:8]#[C:9][C:10]([OH:13])([CH3:11])[CH3:12])=[C:2]([NH:1][CH3:35])[CH:3]=1, predict the reactants needed to synthesize it. The reactants are: [NH2:1][C:2]1[CH:3]=[C:4]([Br:32])[C:5]([C@@H:14]([NH:24][C:25](=[O:31])[O:26][C:27]([CH3:30])([CH3:29])[CH3:28])[CH2:15][C:16]2[CH:21]=[C:20]([F:22])[CH:19]=[C:18]([F:23])[CH:17]=2)=[N:6][C:7]=1[C:8]#[C:9][C:10]([OH:13])([CH3:12])[CH3:11].C=O.[C:35](O)(=O)C.C([BH3-])#N.[Na+]. (5) Given the product [N:8]1([C:2]([O:4][CH:5]([Cl:7])[CH3:6])=[O:3])[CH2:13][CH2:12][O:11][CH2:10][CH2:9]1, predict the reactants needed to synthesize it. The reactants are: Cl[C:2]([O:4][CH:5]([Cl:7])[CH3:6])=[O:3].[NH:8]1[CH2:13][CH2:12][O:11][CH2:10][CH2:9]1.N1C=CC=CC=1. (6) Given the product [O:26]1[C:25]2[CH:27]=[CH:28][CH:29]=[CH:30][C:24]=2[O:23][CH2:22][C@@H:21]1[C:18]1[CH:19]=[CH:20][C:15]([CH2:14][N:11]([CH2:10][C:7]2[CH:6]=[CH:5][C:4]([C:3]([OH:31])=[O:2])=[CH:9][CH:8]=2)[CH2:12][CH3:13])=[CH:16][CH:17]=1, predict the reactants needed to synthesize it. The reactants are: C[O:2][C:3](=[O:31])[C:4]1[CH:9]=[CH:8][C:7]([CH2:10][N:11]([CH2:14][C:15]2[CH:20]=[CH:19][C:18]([C@@H:21]3[O:26][C:25]4[CH:27]=[CH:28][CH:29]=[CH:30][C:24]=4[O:23][CH2:22]3)=[CH:17][CH:16]=2)[CH2:12][CH3:13])=[CH:6][CH:5]=1.O[Li].O.CO.O.